This data is from Forward reaction prediction with 1.9M reactions from USPTO patents (1976-2016). The task is: Predict the product of the given reaction. (1) Given the reactants C[O:2][C:3](=[O:26])[CH2:4][C:5]1[CH:6]=[N:7][C:8]([CH2:24][CH3:25])=[C:9]([CH2:11][C:12]2[S:13][C:14]3[C:20]([F:21])=[CH:19][C:18]([F:22])=[C:17]([F:23])[C:15]=3[N:16]=2)[CH:10]=1.[OH-].[Na+].[ClH:29], predict the reaction product. The product is: [ClH:29].[CH2:24]([C:8]1[N:7]=[CH:6][C:5]([CH2:4][C:3]([OH:26])=[O:2])=[CH:10][C:9]=1[CH2:11][C:12]1[S:13][C:14]2[C:20]([F:21])=[CH:19][C:18]([F:22])=[C:17]([F:23])[C:15]=2[N:16]=1)[CH3:25]. (2) Given the reactants [CH2:1]1[C:9]2[C:4](=[CH:5][CH:6]=[CH:7][CH:8]=2)[CH2:3][NH:2]1.[CH2:10]([O:12][C:13]([C:15]1([C:19]2[CH:20]=[C:21]3[C:25](=[CH:26][CH:27]=2)[N:24]([C:28]([O:30][C:31]([CH3:34])([CH3:33])[CH3:32])=[O:29])[C:23](=[O:35])[C:22]3=[O:36])[CH2:18][CH2:17][CH2:16]1)=[O:14])[CH3:11], predict the reaction product. The product is: [C:31]([O:30][C:28]([NH:24][C:25]1[CH:26]=[CH:27][C:19]([C:15]2([C:13]([O:12][CH2:10][CH3:11])=[O:14])[CH2:16][CH2:17][CH2:18]2)=[CH:20][C:21]=1[C:22](=[O:36])[C:23]([N:2]1[CH2:3][C:4]2[C:9](=[CH:8][CH:7]=[CH:6][CH:5]=2)[CH2:1]1)=[O:35])=[O:29])([CH3:33])([CH3:32])[CH3:34]. (3) Given the reactants [CH3:1][C:2]1[N:3]2[C:19](=[O:20])[NH:18]/[C:17](=[N:21]\[S:22]([C:25]3[CH:30]=[CH:29][C:28]([CH3:31])=[CH:27][CH:26]=3)(=[O:24])=[O:23])/[C:4]2=[C:5]([S:9]CCC(OCC)=O)[S:6][C:7]=1[CH3:8].[OH-].[K+].Cl, predict the reaction product. The product is: [SH:9][C:5]1[S:6][C:7]([CH3:8])=[C:2]([CH3:1])[N:3]2[C:19](=[O:20])[NH:18]/[C:17](=[N:21]\[S:22]([C:25]3[CH:30]=[CH:29][C:28]([CH3:31])=[CH:27][CH:26]=3)(=[O:24])=[O:23])/[C:4]=12. (4) Given the reactants Br[C:2]1[CH:8]=[CH:7][C:5]([NH2:6])=[CH:4][C:3]=1[Cl:9].[F:10][C:11]([F:22])([F:21])[C:12]1[CH:17]=[CH:16][C:15](B(O)O)=[CH:14][CH:13]=1.C([O-])([O-])=O.[Na+].[Na+], predict the reaction product. The product is: [Cl:9][C:3]1[CH:4]=[C:5]([NH2:6])[CH:7]=[CH:8][C:2]=1[C:15]1[CH:16]=[CH:17][C:12]([C:11]([F:22])([F:21])[F:10])=[CH:13][CH:14]=1. (5) The product is: [CH3:14][C:15]1[N:20]2[C:21]([CH:24]=[O:25])=[CH:22][N:23]=[C:19]2[CH:18]=[CH:17][C:16]=1[C:26]1[CH:27]=[N:28][CH:29]=[CH:30][CH:31]=1. Given the reactants BrC1C=CC2N(C(C=O)=CN=2)C=1C.[CH3:14][C:15]1[N:20]2[C:21]([CH:24]=[O:25])=[CH:22][N:23]=[C:19]2[CH:18]=[CH:17][C:16]=1[C:26]1[CH:27]=[N:28][CH:29]=[CH:30][CH:31]=1.N1C=CC=C(B(O)O)C=1.C([O-])([O-])=O.[Na+].[Na+], predict the reaction product. (6) Given the reactants [OH-].[Na+].[CH2:3]([CH2:5][NH2:6])[OH:4].[C:7](OC([O-])=O)([O:9][C:10]([CH3:13])([CH3:12])[CH3:11])=[O:8].S(=O)(=O)(O)O, predict the reaction product. The product is: [OH:4][CH2:3][CH2:5][NH:6][C:7](=[O:8])[O:9][C:10]([CH3:13])([CH3:12])[CH3:11]. (7) Given the reactants FC(F)(F)C(O)=O.[Cl:8][C:9]1[C:10]([N:15]2[CH2:20][CH2:19][NH:18][CH2:17][CH2:16]2)=[N:11][CH:12]=[N:13][CH:14]=1.[Br:21][C:22]1[C:30]2[N:29]=[C:28](Cl)[NH:27][C:26]=2[CH:25]=[C:24]([C:32]([F:35])([F:34])[F:33])[CH:23]=1.C(N(CC)C(C)C)(C)C, predict the reaction product. The product is: [Br:21][C:22]1[C:30]2[N:29]=[C:28]([N:18]3[CH2:17][CH2:16][N:15]([C:10]4[C:9]([Cl:8])=[CH:14][N:13]=[CH:12][N:11]=4)[CH2:20][CH2:19]3)[NH:27][C:26]=2[CH:25]=[C:24]([C:32]([F:35])([F:34])[F:33])[CH:23]=1. (8) Given the reactants [Li+].[B-](CC)(CC)CC.[CH2:9]=[C:10]1[CH2:37][N:13]2[C:14](=[O:36])[C:15]3[CH:31]=[C:30]([O:32][CH2:33][C:34]#[CH:35])[CH:29]=[CH:28][C:16]=3[N:17](COCC[Si](C)(C)C)[C:18](=O)[C@@H:12]2[CH2:11]1.C(Cl)Cl, predict the reaction product. The product is: [CH2:9]=[C:10]1[CH2:37][N:13]2[C:14](=[O:36])[C:15]3[CH:31]=[C:30]([O:32][CH2:33][C:34]#[CH:35])[CH:29]=[CH:28][C:16]=3[N:17]=[CH:18][C@@H:12]2[CH2:11]1. (9) Given the reactants [Cl:1][C:2]1[CH:7]=[C:6]([F:8])[CH:5]=[CH:4][C:3]=1[N:9]1[CH2:14][CH2:13][N:12](C(C2C=CC=C(C(F)(F)F)C=2Cl)=O)[CH2:11][C:10]1=[O:28].[Cl:29][C:30]1[C:38]([F:39])=[C:37]([F:40])[CH:36]=[CH:35][C:31]=1[C:32]([OH:34])=O, predict the reaction product. The product is: [Cl:29][C:30]1[C:38]([F:39])=[C:37]([F:40])[CH:36]=[CH:35][C:31]=1[C:32]([N:12]1[CH2:13][CH2:14][N:9]([C:3]2[CH:4]=[CH:5][C:6]([F:8])=[CH:7][C:2]=2[Cl:1])[C:10](=[O:28])[CH2:11]1)=[O:34].